Dataset: Forward reaction prediction with 1.9M reactions from USPTO patents (1976-2016). Task: Predict the product of the given reaction. (1) Given the reactants [F:1][CH:2]([C:22]1[CH:27]=[CH:26][CH:25]=[CH:24][CH:23]=1)[CH2:3][O:4][C@H:5]1[CH2:10][CH2:9][C@H:8]([N:11]2C(=O)C3C(=CC=CC=3)C2=O)[CH2:7][CH2:6]1.O.NN.Cl, predict the reaction product. The product is: [F:1][CH:2]([C:22]1[CH:23]=[CH:24][CH:25]=[CH:26][CH:27]=1)[CH2:3][O:4][C@H:5]1[CH2:6][CH2:7][C@H:8]([NH2:11])[CH2:9][CH2:10]1. (2) Given the reactants Cl[C:2]1[N:7]=[CH:6][N:5]=[C:4]([N:8]([CH2:16][C:17]2[CH:22]=[CH:21][C:20]([S:23][C:24]([CH3:33])([CH3:32])[C:25]([O:27][C:28]([CH3:31])([CH3:30])[CH3:29])=[O:26])=[CH:19][CH:18]=2)[CH2:9][C:10]2[N:11]=[C:12]([CH3:15])[S:13][CH:14]=2)[CH:3]=1.[F:34][C:35]([F:44])([F:43])[C:36]1[CH:37]=[C:38]([OH:42])[CH:39]=[CH:40][CH:41]=1.C(=O)([O-])[O-].[K+].[K+], predict the reaction product. The product is: [CH3:32][C:24]([S:23][C:20]1[CH:21]=[CH:22][C:17]([CH2:16][N:8]([CH2:9][C:10]2[N:11]=[C:12]([CH3:15])[S:13][CH:14]=2)[C:4]2[CH:3]=[C:2]([O:42][C:38]3[CH:39]=[CH:40][CH:41]=[C:36]([C:35]([F:34])([F:43])[F:44])[CH:37]=3)[N:7]=[CH:6][N:5]=2)=[CH:18][CH:19]=1)([CH3:33])[C:25]([O:27][C:28]([CH3:31])([CH3:30])[CH3:29])=[O:26]. (3) Given the reactants [CH2:1]([OH:6])[CH2:2][CH2:3][CH2:4][CH3:5].[CH2:7]([OH:13])CCCCC.[CH2:14]([OH:21])[CH2:15][CH2:16]CCCC.C1N=C(N)C2N=CN([C@@H:50]3[O:51][C@H:47]([CH2:46]OP(OP(O[CH2:46][C@H:47]4[O:51][C@@H:50](N5C=C(C(N)=O)CC=C5)[C@H:49]([OH:61])[C@@H:48]4O)(O)=O)(O)=O)[C@@H:48](O)[C@H:49]3[O:61]P(O)(O)=O)C=2N=1, predict the reaction product. The product is: [O:6]=[C:1]([CH2:2][CH2:3][CH2:4][CH3:5])[C:7]([O-:13])=[O:21].[O:61]=[C:49]([CH2:48][CH2:47][CH2:46][CH2:14][CH2:15][CH3:16])[C:50]([O-:51])=[O:6]. (4) Given the reactants [F:1][C:2]([F:46])([F:45])[C:3]1[CH:4]=[C:5]([CH:38]=[C:39]([C:41]([F:44])([F:43])[F:42])[CH:40]=1)[CH2:6][N:7]([CH2:20][C:21]1[CH:26]=[C:25]([C:27]([F:30])([F:29])[F:28])[CH:24]=[CH:23][C:22]=1[C:31]1[C:32]([OH:37])=[CH:33][CH:34]=[CH:35][CH:36]=1)[C:8]1[N:13]=[CH:12][C:11]([N:14]2[CH2:19][CH2:18][O:17][CH2:16][CH2:15]2)=[CH:10][N:9]=1.Br[CH2:48][CH2:49][CH2:50][C:51]([O:53][CH2:54][CH3:55])=[O:52].C(=O)([O-])[O-].[K+].[K+].O, predict the reaction product. The product is: [F:46][C:2]([F:1])([F:45])[C:3]1[CH:4]=[C:5]([CH:38]=[C:39]([C:41]([F:43])([F:42])[F:44])[CH:40]=1)[CH2:6][N:7]([CH2:20][C:21]1[CH:26]=[C:25]([C:27]([F:28])([F:29])[F:30])[CH:24]=[CH:23][C:22]=1[C:31]1[CH:36]=[CH:35][CH:34]=[CH:33][C:32]=1[O:37][CH2:48][CH2:49][CH2:50][C:51]([O:53][CH2:54][CH3:55])=[O:52])[C:8]1[N:13]=[CH:12][C:11]([N:14]2[CH2:15][CH2:16][O:17][CH2:18][CH2:19]2)=[CH:10][N:9]=1. (5) Given the reactants C(OC(=O)[NH:7][C:8]1[CH:13]=[C:12]([C:14]([F:17])([F:16])[F:15])[C:11]([Cl:18])=[CH:10][C:9]=1[NH:19][C:20](=[O:36])[CH2:21][C:22](=O)[C:23]1[CH:28]=[CH:27][CH:26]=[C:25]([C:29]2[CH:34]=[CH:33][N:32]=[CH:31][CH:30]=2)[CH:24]=1)(C)(C)C.C(O)(C(F)(F)F)=O, predict the reaction product. The product is: [Cl:18][C:11]1[C:12]([C:14]([F:17])([F:16])[F:15])=[CH:13][C:8]2[N:7]=[C:22]([C:23]3[CH:28]=[CH:27][CH:26]=[C:25]([C:29]4[CH:34]=[CH:33][N:32]=[CH:31][CH:30]=4)[CH:24]=3)[CH2:21][C:20](=[O:36])[NH:19][C:9]=2[CH:10]=1. (6) Given the reactants [OH:1][C:2]1[CH:3]=[CH:4][C:5]2[N:9]=[C:8]([NH:10][C:11]([NH:13][CH2:14][C:15]3[CH:20]=[CH:19][CH:18]=[CH:17][N:16]=3)=[O:12])[NH:7][C:6]=2[CH:21]=1.[F:22][C:23]1[CH:28]=[CH:27][CH:26]=[C:25]([F:29])[C:24]=1[S:30](Cl)(=[O:32])=[O:31].C(N(CC)CC)C.C[C:42]([CH3:44])=[O:43], predict the reaction product. The product is: [N:16]1[CH:17]=[CH:18][CH:19]=[CH:20][C:15]=1[CH2:14][NH:13][C:11](=[O:12])[NH:10][C:8]1[NH:7][C:6]2[CH:21]=[C:2]([O:1][S:30]([C:24]3[C:25]([F:29])=[CH:26][CH:27]=[CH:28][C:23]=3[F:22])(=[O:32])=[O:31])[CH:3]=[CH:4][C:5]=2[N:9]=1.[C:42]([OH:31])(=[O:43])[C:44]1[CH:4]=[CH:3][CH:2]=[CH:21][CH:6]=1. (7) Given the reactants [C:1]([O:5][C:6]([NH:8][C:9]1[CH:14]=[C:13]([C:15](=[CH:26][N:27](C)C)[C:16]([C:18]2[CH:23]=[CH:22][C:21]([F:24])=[C:20]([F:25])[CH:19]=2)=O)[CH:12]=[CH:11][N:10]=1)=[O:7])([CH3:4])([CH3:3])[CH3:2].C(OC([NH:37]C1C=C(C(=CN(C)C)C(C2C=CC(F)=CC=2)=O)C=CN=1)=O)(C)(C)C, predict the reaction product. The product is: [C:1]([O:5][C:6]([NH:8][C:9]1[CH:14]=[C:13]([C:15]2[C:16]([C:18]3[CH:23]=[CH:22][C:21]([F:24])=[C:20]([F:25])[CH:19]=3)=[N:37][NH:27][CH:26]=2)[CH:12]=[CH:11][N:10]=1)=[O:7])([CH3:4])([CH3:3])[CH3:2]. (8) The product is: [C:17]([CH2:16][C:15]1[N:14]2[C:9]([CH:10]=[CH:11][CH:12]=[CH:13]2)=[CH:8][C:7]=1[CH2:6][CH2:5][C:4]([OH:22])=[O:3])([OH:19])=[O:18]. Given the reactants C([O:3][C:4](=[O:22])[CH2:5][CH2:6][C:7]1[CH:8]=[C:9]2[N:14]([C:15]=1[CH2:16][C:17]([O:19]CC)=[O:18])[CH:13]=[CH:12][CH:11]=[CH:10]2)C.CC(C)([O-])C.[K+].Cl, predict the reaction product.